Dataset: NCI-60 drug combinations with 297,098 pairs across 59 cell lines. Task: Regression. Given two drug SMILES strings and cell line genomic features, predict the synergy score measuring deviation from expected non-interaction effect. (1) Drug 1: C1=CC(=CC=C1CC(C(=O)O)N)N(CCCl)CCCl.Cl. Drug 2: CC1=C(C(CCC1)(C)C)C=CC(=CC=CC(=CC(=O)O)C)C. Cell line: HOP-92. Synergy scores: CSS=26.2, Synergy_ZIP=7.80, Synergy_Bliss=10.1, Synergy_Loewe=10.7, Synergy_HSA=12.0. (2) Drug 1: CC(C)(C#N)C1=CC(=CC(=C1)CN2C=NC=N2)C(C)(C)C#N. Drug 2: CC(C)NC(=O)C1=CC=C(C=C1)CNNC.Cl. Cell line: NCI/ADR-RES. Synergy scores: CSS=-0.0815, Synergy_ZIP=6.54, Synergy_Bliss=6.87, Synergy_Loewe=1.48, Synergy_HSA=1.96. (3) Drug 1: C1=NNC2=C1C(=O)NC=N2. Drug 2: B(C(CC(C)C)NC(=O)C(CC1=CC=CC=C1)NC(=O)C2=NC=CN=C2)(O)O. Cell line: OVCAR3. Synergy scores: CSS=16.1, Synergy_ZIP=3.22, Synergy_Bliss=3.31, Synergy_Loewe=-46.6, Synergy_HSA=-1.27.